Dataset: Forward reaction prediction with 1.9M reactions from USPTO patents (1976-2016). Task: Predict the product of the given reaction. (1) Given the reactants [H-].[Na+].[F:3][C:4]1[CH:9]=[CH:8][C:7]([C:10](=[O:22])[CH2:11][CH2:12][CH2:13][CH:14]([OH:21])[N:15]2[CH2:20][CH2:19][O:18][CH2:17][CH2:16]2)=[CH:6][CH:5]=1.[CH2:23](Br)[C:24]1[CH:29]=[CH:28][CH:27]=[CH:26][CH:25]=1.C1(C)C=CC=CC=1, predict the reaction product. The product is: [CH2:23]([O:22][CH:10]([C:7]1[CH:8]=[CH:9][C:4]([F:3])=[CH:5][CH:6]=1)[CH2:11][CH2:12][CH2:13][C:14]([N:15]1[CH2:20][CH2:19][O:18][CH2:17][CH2:16]1)=[O:21])[C:24]1[CH:29]=[CH:28][CH:27]=[CH:26][CH:25]=1. (2) Given the reactants [CH3:1][O:2][C:3]1[CH:12]=[C:11]2[C:6]([C:7]([NH:18][C:19]3[CH:23]=[C:22]([CH3:24])[NH:21][N:20]=3)=[N:8][C:9]([C:13]([O:15]CC)=O)=[N:10]2)=[CH:5][CH:4]=1.[F:25][C:26]1[CH:31]=[CH:30][C:29]([Mg]Br)=[CH:28][CH:27]=1.C1COCC1, predict the reaction product. The product is: [F:25][C:26]1[CH:31]=[CH:30][C:29]([C:13]([C:9]2[N:8]=[C:7]([NH:18][C:19]3[CH:23]=[C:22]([CH3:24])[NH:21][N:20]=3)[C:6]3[C:11](=[CH:12][C:3]([O:2][CH3:1])=[CH:4][CH:5]=3)[N:10]=2)=[O:15])=[CH:28][CH:27]=1. (3) Given the reactants O[CH2:2][C:3]1[O:4][C:5]2[CH:12]=[CH:11][C:10]([C:13]#[N:14])=[C:9]([O:15][CH3:16])[C:6]=2[C:7]=1[CH3:8].P(Br)(Br)[Br:18], predict the reaction product. The product is: [Br:18][CH2:2][C:3]1[O:4][C:5]2[CH:12]=[CH:11][C:10]([C:13]#[N:14])=[C:9]([O:15][CH3:16])[C:6]=2[C:7]=1[CH3:8]. (4) Given the reactants [Si:1]([O:8][CH2:9][C:10]1[C:11](=[O:26])[NH:12][C:13](=[O:25])[N:14]([C:16]([NH:18][CH2:19][CH2:20][CH2:21][CH2:22][CH2:23][CH3:24])=[O:17])[CH:15]=1)([C:4]([CH3:7])([CH3:6])[CH3:5])([CH3:3])[CH3:2].I[CH3:28], predict the reaction product. The product is: [Si:1]([O:8][CH2:9][C:10]1[C:11](=[O:26])[N:12]([CH3:28])[C:13](=[O:25])[N:14]([C:16]([NH:18][CH2:19][CH2:20][CH2:21][CH2:22][CH2:23][CH3:24])=[O:17])[CH:15]=1)([C:4]([CH3:5])([CH3:7])[CH3:6])([CH3:3])[CH3:2]. (5) The product is: [OH:59][CH2:58][CH2:60][NH:61][C:23](=[O:24])[CH2:22][C:19]1[CH:20]=[CH:21][C:16]([C:13]2[N:12]=[C:11]([C:8]3[CH:9]=[N:10][C:5]([CH2:1][CH:2]([CH3:3])[CH3:4])=[C:6]([CH3:26])[CH:7]=3)[O:15][N:14]=2)=[CH:17][CH:18]=1. Given the reactants [CH2:1]([C:5]1[N:10]=[CH:9][C:8]([C:11]2[O:15][N:14]=[C:13]([C:16]3[CH:21]=[CH:20][C:19]([CH2:22][C:23](O)=[O:24])=[CH:18][CH:17]=3)[N:12]=2)=[CH:7][C:6]=1[CH3:26])[CH:2]([CH3:4])[CH3:3].CCN=C=NCCCN(C)C.Cl.C1C=CC2N(O)N=NC=2C=1.CCN(C(C)C)C(C)C.[CH2:58]([CH2:60][NH2:61])[OH:59], predict the reaction product. (6) Given the reactants [NH2:1][C:2]1[CH:7]=[CH:6][CH:5]=[CH:4][CH:3]=1.C(=O)([O-])[O-].[K+].[K+].[Cl:14][CH2:15][C:16](Cl)=[O:17], predict the reaction product. The product is: [Cl:14][CH2:15][C:16]([NH:1][C:2]1[CH:7]=[CH:6][CH:5]=[CH:4][CH:3]=1)=[O:17].